Dataset: Full USPTO retrosynthesis dataset with 1.9M reactions from patents (1976-2016). Task: Predict the reactants needed to synthesize the given product. (1) Given the product [C:41]([O:45][C:46](=[O:51])[NH:47][CH2:48][C:49]([C:25]1[CH:24]=[CH:23][C:22]2[CH:21]([NH:20][C:18](=[O:19])[CH2:17][CH:13]3[CH2:14][CH2:15][CH2:16][N:12]3[S:9]([C:5]3[CH:6]=[CH:7][CH:8]=[C:3]([C:2]([F:39])([F:40])[F:1])[CH:4]=3)(=[O:11])=[O:10])[CH2:30][CH2:29][CH2:28][C:27]=2[CH:26]=1)=[CH2:50])([CH3:44])([CH3:43])[CH3:42], predict the reactants needed to synthesize it. The reactants are: [F:1][C:2]([F:40])([F:39])[C:3]1[CH:4]=[C:5]([S:9]([N:12]2[CH2:16][CH2:15][CH2:14][CH:13]2[CH2:17][C:18]([NH:20][CH:21]2[CH2:30][CH2:29][CH2:28][C:27]3[CH:26]=[C:25](OS(C(F)(F)F)(=O)=O)[CH:24]=[CH:23][C:22]2=3)=[O:19])(=[O:11])=[O:10])[CH:6]=[CH:7][CH:8]=1.[C:41]([O:45][C:46](=[O:51])[NH:47][CH2:48][CH:49]=[CH2:50])([CH3:44])([CH3:43])[CH3:42].C([O-])([O-])=O.[K+].[K+]. (2) Given the product [CH3:5][O:6][C:7]1[CH:8]=[C:9]([CH:16]=[CH:17][C:18]=1[O:19][CH3:20])[O:10][CH2:11][C:12]1[N:13]=[C:33]([C@@H:29]2[CH2:30][CH2:31][CH2:32][N:28]2[C:26]([O:25][C:21]([CH3:22])([CH3:24])[CH3:23])=[O:27])[O:15][N:14]=1, predict the reactants needed to synthesize it. The reactants are: C(Cl)(Cl)Cl.[CH3:5][O:6][C:7]1[CH:8]=[C:9]([CH:16]=[CH:17][C:18]=1[O:19][CH3:20])[O:10][CH2:11][C:12](=[N:14][OH:15])[NH2:13].[C:21]([O:25][C:26]([N:28]1[CH2:32][CH2:31][CH2:30][C@H:29]1[C:33](O)=O)=[O:27])([CH3:24])([CH3:23])[CH3:22].CCN=C=NCCCN(C)C.Cl. (3) Given the product [Cl:26][C:8]1[CH:7]=[CH:6][N:5]=[C:4]2[NH:3][C:2]([C:10]3[CH:19]=[CH:18][C:13]([C:14]([O:16][CH3:17])=[O:15])=[CH:12][CH:11]=3)=[N:1][C:9]=12, predict the reactants needed to synthesize it. The reactants are: [N:1]1[C:9]2[C:4](=[N:5][CH:6]=[CH:7][CH:8]=2)[NH:3][C:2]=1[C:10]1[CH:19]=[CH:18][C:13]([C:14]([O:16][CH3:17])=[O:15])=[CH:12][CH:11]=1.C1C=C([Cl:26])C=C(C(OO)=O)C=1.